This data is from Catalyst prediction with 721,799 reactions and 888 catalyst types from USPTO. The task is: Predict which catalyst facilitates the given reaction. Reactant: [NH:1]1[CH2:4][CH:3]([N:5]2[C:13]3[C:8](=[C:9]([Cl:14])[CH:10]=[CH:11][CH:12]=3)[C:7]([C:15]([NH:17][CH2:18][CH:19]3[CH2:24][CH2:23][C:22]([F:26])([F:25])[CH2:21][CH2:20]3)=[O:16])=[CH:6]2)[CH2:2]1.C=O.[C:29](O[BH-](OC(=O)C)OC(=O)C)(=O)C.[Na+]. Product: [Cl:14][C:9]1[CH:10]=[CH:11][CH:12]=[C:13]2[C:8]=1[C:7]([C:15]([NH:17][CH2:18][CH:19]1[CH2:24][CH2:23][C:22]([F:26])([F:25])[CH2:21][CH2:20]1)=[O:16])=[CH:6][N:5]2[CH:3]1[CH2:4][N:1]([CH3:29])[CH2:2]1. The catalyst class is: 2.